The task is: Predict the product of the given reaction.. This data is from Forward reaction prediction with 1.9M reactions from USPTO patents (1976-2016). (1) The product is: [CH:1]1([CH:7]([NH:20][C:21]2[CH:22]=[CH:23][C:24]([C:25]([NH:31][CH2:32][CH2:33][C:34]([OH:36])=[O:35])=[O:26])=[CH:28][CH:29]=2)[C:8]2[CH:12]=[C:11]([C:13](=[O:17])[CH:14]([CH3:16])[CH3:15])[S:10][C:9]=2[CH2:18][CH3:19])[CH2:2][CH2:3][CH2:4][CH2:5][CH2:6]1. Given the reactants [CH:1]1([CH:7]([NH:20][C:21]2[CH:29]=[CH:28][C:24]([C:25](O)=[O:26])=[CH:23][CH:22]=2)[C:8]2[CH:12]=[C:11]([C:13](=[O:17])[CH:14]([CH3:16])[CH3:15])[S:10][C:9]=2[CH2:18][CH3:19])[CH2:6][CH2:5][CH2:4][CH2:3][CH2:2]1.Cl.[NH2:31][CH2:32][CH2:33][C:34]([O:36]CC)=[O:35].O.ON1C2C=CC=CC=2N=N1.Cl.C(N=C=NCCCN(C)C)C.Cl.[OH-].[Na+], predict the reaction product. (2) Given the reactants [CH3:1][O:2][CH2:3][CH2:4][CH2:5][NH2:6].[S:7](N)([NH2:10])(=[O:9])=[O:8], predict the reaction product. The product is: [CH3:1][O:2][CH2:3][CH2:4][CH2:5][NH:6][S:7](=[O:9])(=[O:8])[NH2:10].